Dataset: Full USPTO retrosynthesis dataset with 1.9M reactions from patents (1976-2016). Task: Predict the reactants needed to synthesize the given product. (1) Given the product [CH3:2][NH:4][C:5]1[CH:10]=[CH:9][C:8]([N:11]2[C:16](=[O:17])[N:15]([C:18]3[CH:23]=[CH:22][C:21]([NH:24][CH3:25])=[CH:20][C:19]=3[CH3:28])[C:14](=[O:29])[N:13]([C:30]3[CH:35]=[CH:34][C:33]([NH:36][CH3:37])=[CH:32][C:31]=3[CH3:40])[C:12]2=[O:41])=[C:7]([CH3:42])[CH:6]=1, predict the reactants needed to synthesize it. The reactants are: Cl.[CH:2]([N:4](C)[C:5]1[CH:10]=[CH:9][C:8]([N:11]2[C:16](=[O:17])[N:15]([C:18]3[CH:23]=[CH:22][C:21]([N:24](C)[CH:25]=O)=[CH:20][C:19]=3[CH3:28])[C:14](=[O:29])[N:13]([C:30]3[CH:35]=[CH:34][C:33]([N:36](C)[CH:37]=O)=[CH:32][C:31]=3[CH3:40])[C:12]2=[O:41])=[C:7]([CH3:42])[CH:6]=1)=O. (2) Given the product [CH:31]1([C:34]2[CH:35]=[CH:36][C:37]([F:41])=[C:38]([NH:39][C:24]([C:16]3[C:17]4[O:21][C:20]([CH3:23])([CH3:22])[CH2:19][C:18]=4[C:12]4[NH:11][C:10]([NH:9][C:3]5[C:2]([Cl:1])=[CH:7][CH:6]=[CH:5][C:4]=5[Cl:8])=[N:14][C:13]=4[CH:15]=3)=[O:25])[CH:40]=2)[CH2:33][CH2:32]1, predict the reactants needed to synthesize it. The reactants are: [Cl:1][C:2]1[CH:7]=[CH:6][CH:5]=[C:4]([Cl:8])[C:3]=1[NH:9][C:10]1[NH:11][C:12]2[C:18]3[CH2:19][C:20]([CH3:23])([CH3:22])[O:21][C:17]=3[C:16]([C:24](O)=[O:25])=[CH:15][C:13]=2[N:14]=1.S(Cl)(Cl)=O.[CH:31]1([C:34]2[CH:35]=[CH:36][C:37]([F:41])=[C:38]([CH:40]=2)[NH2:39])[CH2:33][CH2:32]1.CCN(C(C)C)C(C)C. (3) Given the product [C:1]1(/[CH:7]=[CH:8]/[CH2:9][C:10]([NH:13][C@@H:14]2[C@H:18]3[O:19][CH2:20][C@H:21]([NH:22][C:23]([CH:25]4[CH2:26][CH2:27]4)=[O:24])[C@H:17]3[O:16][CH2:15]2)=[O:12])[CH:2]=[CH:3][CH:4]=[CH:5][CH:6]=1, predict the reactants needed to synthesize it. The reactants are: [C:1]1(/[CH:7]=[CH:8]/[CH2:9][C:10]([OH:12])=O)[CH:6]=[CH:5][CH:4]=[CH:3][CH:2]=1.[NH2:13][C@@H:14]1[C@H:18]2[O:19][CH2:20][C@H:21]([NH:22][C:23]([CH:25]3[CH2:27][CH2:26]3)=[O:24])[C@H:17]2[O:16][CH2:15]1. (4) Given the product [CH:1]1([C:4]2[NH:8][N:7]=[C:6]([NH:9][C:10]3[C:11]([N+:18]([O-:20])=[O:19])=[CH:12][C:13]([F:17])=[C:14]([NH:30][C@H:28]([C:25]4[CH:26]=[CH:27][C:22]([F:21])=[CH:23][CH:24]=4)[CH3:29])[CH:15]=3)[CH:5]=2)[CH2:3][CH2:2]1, predict the reactants needed to synthesize it. The reactants are: [CH:1]1([C:4]2[NH:8][N:7]=[C:6]([NH:9][C:10]3[CH:15]=[C:14](F)[C:13]([F:17])=[CH:12][C:11]=3[N+:18]([O-:20])=[O:19])[CH:5]=2)[CH2:3][CH2:2]1.[F:21][C:22]1[CH:27]=[CH:26][C:25]([C@@H:28]([NH2:30])[CH3:29])=[CH:24][CH:23]=1.CCN(C(C)C)C(C)C.